This data is from Forward reaction prediction with 1.9M reactions from USPTO patents (1976-2016). The task is: Predict the product of the given reaction. (1) Given the reactants Br[C:2]1[C:3]([C:16]2[CH:21]=[CH:20][CH:19]=[CH:18][CH:17]=2)=[N:4][C:5]2[C:10]([N:11]=1)=[CH:9][C:8]([C:12]([O:14][CH3:15])=[O:13])=[CH:7][CH:6]=2.[CH3:22][C@H:23]([NH2:26])[CH2:24][CH3:25], predict the reaction product. The product is: [C@H:23]([NH:26][C:2]1[C:3]([C:16]2[CH:21]=[CH:20][CH:19]=[CH:18][CH:17]=2)=[N:4][C:5]2[C:10]([N:11]=1)=[CH:9][C:8]([C:12]([O:14][CH3:15])=[O:13])=[CH:7][CH:6]=2)([CH2:24][CH3:25])[CH3:22]. (2) Given the reactants Cl.[NH2:2][OH:3].C(=O)(O)[O-].[Na+].O.[CH:10]1([C@H:14]([NH:16][C:17]2[N:25]=[C:24]([C:26]#[N:27])[N:23]=[C:22]3[C:18]=2[N:19]([CH2:37][C@H:38]2[CH2:43][CH2:42][C@H:41]([CH3:44])[CH2:40][CH2:39]2)[C:20]([C:28]([F:36])([F:35])[C:29]2[CH:34]=[CH:33][CH:32]=[CH:31][CH:30]=2)=[N:21]3)[CH3:15])[CH2:13][CH2:12][CH2:11]1, predict the reaction product. The product is: [CH:10]1([C@H:14]([NH:16][C:17]2[N:25]=[C:24]([C:26](=[N:2][OH:3])[NH2:27])[N:23]=[C:22]3[C:18]=2[N:19]([CH2:37][C@H:38]2[CH2:39][CH2:40][C@H:41]([CH3:44])[CH2:42][CH2:43]2)[C:20]([C:28]([F:35])([F:36])[C:29]2[CH:34]=[CH:33][CH:32]=[CH:31][CH:30]=2)=[N:21]3)[CH3:15])[CH2:11][CH2:12][CH2:13]1. (3) Given the reactants [OH:1][C:2]1[CH:11]=[CH:10][C:5]([C:6]([O:8][CH3:9])=[O:7])=[CH:4][C:3]=1[CH2:12][CH:13]=[CH2:14], predict the reaction product. The product is: [OH:1][C:2]1[CH:11]=[CH:10][C:5]([C:6]([O:8][CH3:9])=[O:7])=[CH:4][C:3]=1[CH2:12][CH2:13][CH3:14]. (4) Given the reactants O=[C:2]1[C:14]2[C:13]3[C:8](=[CH:9]C=CC=3)[N:7]([CH2:15][C:16]3[CH:25]=[CH:24][C:19]([C:20]([O:22][CH3:23])=[O:21])=[CH:18][CH:17]=3)[C:6]=2[CH2:5][CH2:4][CH2:3]1.Cl.[CH3:27][NH:28][CH3:29].[CH2:30]=[O:31].[C:32]1([CH3:38])[CH:37]=CC=[CH:34][CH:33]=1, predict the reaction product. The product is: [CH3:27][N:28]([CH2:34][CH:33]1[C:30](=[O:31])[C:13]2[C:14]3[C:6](=[CH:5][CH:4]=[CH:3][CH:2]=3)[N:7]([CH2:15][C:16]3[CH:17]=[CH:18][C:19]([C:20]([O:22][CH3:23])=[O:21])=[CH:24][CH:25]=3)[C:8]=2[CH2:9][C:32]1([CH3:38])[CH3:37])[CH3:29]. (5) The product is: [O:10]1[C:14]2[CH:15]=[CH:16][CH:17]=[CH:18][C:13]=2[CH:12]=[C:11]1[C:2]1[C:3]([NH2:9])=[N:4][CH:5]=[C:6]([Br:8])[N:7]=1. Given the reactants Br[C:2]1[C:3]([NH2:9])=[N:4][CH:5]=[C:6]([Br:8])[N:7]=1.[O:10]1[C:14]2[CH:15]=[CH:16][CH:17]=[CH:18][C:13]=2[CH:12]=[C:11]1B(O)O.C([O-])(O)=O.[Na+].C1(P(C2C=CC=CC=2)C2C=CC=CC=2)C=CC=CC=1, predict the reaction product. (6) The product is: [F:1][C:2]1[C:7]([F:8])=[CH:6][CH:5]=[CH:4][C:3]=1[C:9]1[N:39]=[C:12]2[CH:13]=[N:14][N:15]([CH2:17][C:18]3[CH:23]=[CH:22][C:21]([C:24]4[CH:29]=[CH:28][C:27]([O:30][CH3:31])=[CH:26][C:25]=4[C:32]([F:33])([F:35])[F:34])=[C:20]([NH2:36])[CH:19]=3)[CH:16]=[C:11]2[N:10]=1. Given the reactants [F:1][C:2]1[C:7]([F:8])=[CH:6][CH:5]=[CH:4][C:3]=1[C:9]1[N:39]=[C:12]2[CH:13]=[N:14][N:15]([CH2:17][C:18]3[CH:23]=[CH:22][C:21]([C:24]4[CH:29]=[CH:28][C:27]([O:30][CH3:31])=[CH:26][C:25]=4[C:32]([F:35])([F:34])[F:33])=[C:20]([N+:36]([O-])=O)[CH:19]=3)[CH:16]=[C:11]2[N:10]=1, predict the reaction product. (7) Given the reactants [Cl:1][C:2]1[CH:10]=[CH:9][CH:8]=[C:7]2[C:3]=1[C:4](=[O:12])[C:5](=[O:11])[NH:6]2.C(N=P1(N(CC)CC)N(C)CCCN1C)(C)(C)C.[Cl:31][C:32]1[CH:39]=[CH:38][CH:37]=[CH:36][C:33]=1[CH2:34]Br, predict the reaction product. The product is: [Cl:1][C:2]1[CH:10]=[CH:9][CH:8]=[C:7]2[C:3]=1[C:4](=[O:12])[C:5](=[O:11])[N:6]2[CH2:34][C:33]1[CH:36]=[CH:37][CH:38]=[CH:39][C:32]=1[Cl:31].